This data is from Full USPTO retrosynthesis dataset with 1.9M reactions from patents (1976-2016). The task is: Predict the reactants needed to synthesize the given product. (1) Given the product [CH:22]1([NH:25][C:4](=[O:6])[C:3]2[CH:8]=[CH:9][C:10]([O:12][CH2:13][C:14]3[CH:19]=[CH:18][C:17]([O:20][CH3:21])=[CH:16][CH:15]=3)=[CH:11][C:2]=2[OH:1])[CH2:24][CH2:23]1, predict the reactants needed to synthesize it. The reactants are: [OH:1][C:2]1[CH:11]=[C:10]([O:12][CH2:13][C:14]2[CH:19]=[CH:18][C:17]([O:20][CH3:21])=[CH:16][CH:15]=2)[CH:9]=[CH:8][C:3]=1[C:4]([O:6]C)=O.[CH:22]1([NH2:25])[CH2:24][CH2:23]1. (2) Given the product [NH2:1][C:2]1[N:7]=[C:6]([NH:11][C:12]2[CH:20]=[CH:19][C:15]([C:16]([NH2:18])=[O:17])=[CH:14][CH:13]=2)[NH:5][C:4](=[O:10])[CH:3]=1, predict the reactants needed to synthesize it. The reactants are: [NH2:1][C:2]1[NH:7][C:6](SC)=[N:5][C:4](=[O:10])[CH:3]=1.[NH2:11][C:12]1[CH:20]=[CH:19][C:15]([C:16]([NH2:18])=[O:17])=[CH:14][CH:13]=1.